Dataset: Catalyst prediction with 721,799 reactions and 888 catalyst types from USPTO. Task: Predict which catalyst facilitates the given reaction. (1) Reactant: [CH:1]1([NH2:4])[CH2:3][CH2:2]1.C(N(CC)CC)C.[Cl-].ClC1N(C)CC[NH+]1C.[CH3:21][O:22][C:23]1[C:24](=[O:47])[C:25]([CH3:46])=[C:26]([CH2:32][C:33]2[CH:34]=[CH:35][C:36]([O:42][C:43](=[O:45])[CH3:44])=[C:37]([CH:41]=2)[C:38](O)=[O:39])[C:27](=[O:31])[C:28]=1[O:29][CH3:30]. Product: [CH:1]1([NH:4][C:38](=[O:39])[C:37]2[CH:41]=[C:33]([CH2:32][C:26]3[C:27](=[O:31])[C:28]([O:29][CH3:30])=[C:23]([O:22][CH3:21])[C:24](=[O:47])[C:25]=3[CH3:46])[CH:34]=[CH:35][C:36]=2[O:42][C:43](=[O:45])[CH3:44])[CH2:3][CH2:2]1. The catalyst class is: 2. (2) Reactant: Br[C:2]1[N:6]2[CH:7]=[C:8]([C:11]3[CH:12]=[C:13]([NH:19][S:20]([C:23]4[CH:28]=[CH:27][C:26]([F:29])=[CH:25][C:24]=4[F:30])(=[O:22])=[O:21])[C:14]([O:17][CH3:18])=[N:15][CH:16]=3)[CH:9]=[CH:10][C:5]2=[N:4][N:3]=1.C(N(CC)CC)C.[CH3:38][CH:39]([OH:42])[C:40]#[CH:41]. Product: [F:30][C:24]1[CH:25]=[C:26]([F:29])[CH:27]=[CH:28][C:23]=1[S:20]([NH:19][C:13]1[C:14]([O:17][CH3:18])=[N:15][CH:16]=[C:11]([C:8]2[CH:9]=[CH:10][C:5]3[N:6]([C:2]([C:41]#[C:40][CH:39]([OH:42])[CH3:38])=[N:3][N:4]=3)[CH:7]=2)[CH:12]=1)(=[O:22])=[O:21]. The catalyst class is: 538. (3) Reactant: [CH3:1][N:2]([CH2:4][C:5]1[CH:6]=[C:7]([OH:12])[CH:8]=[C:9]([F:11])[CH:10]=1)[CH3:3].C1(P(C2C=CC=CC=2)C2C=CC=CC=2)C=CC=CC=1.N(C(OC(C)(C)C)=O)=NC(OC(C)(C)C)=O.O[CH:49]1[CH2:54][CH2:53][N:52]([CH2:55][CH:56]([N:60]2[CH:64]=[C:63]([C:65]3[C:66]4[CH:73]=[CH:72][N:71](COCC[Si](C)(C)C)[C:67]=4[N:68]=[CH:69][N:70]=3)[CH:62]=[N:61]2)[CH2:57][C:58]#[N:59])[CH2:51][CH2:50]1.FC(F)(F)C(O)=O.C(N)CN. Product: [CH3:3][N:2]([CH2:4][C:5]1[CH:6]=[C:7]([CH:8]=[C:9]([F:11])[CH:10]=1)[O:12][CH:49]1[CH2:50][CH2:51][N:52]([CH2:55][CH:56]([N:60]2[CH:64]=[C:63]([C:65]3[C:66]4[CH:73]=[CH:72][NH:71][C:67]=4[N:68]=[CH:69][N:70]=3)[CH:62]=[N:61]2)[CH2:57][C:58]#[N:59])[CH2:53][CH2:54]1)[CH3:1]. The catalyst class is: 61. (4) Reactant: C[O:2][C:3](=O)[C:4]1[CH:9]=[CH:8][N:7]=[C:6]([C:10]2[CH:15]=[CH:14][C:13]([Cl:16])=[C:12]([Cl:17])[CH:11]=2)[CH:5]=1.[H-].[Al+3].[Li+].[H-].[H-].[H-]. Product: [Cl:17][C:12]1[CH:11]=[C:10]([C:6]2[CH:5]=[C:4]([CH2:3][OH:2])[CH:9]=[CH:8][N:7]=2)[CH:15]=[CH:14][C:13]=1[Cl:16]. The catalyst class is: 1. (5) Reactant: Cl[C:2]1[CH:7]=[CH:6][C:5]([S:8]([NH2:11])(=[O:10])=[O:9])=[CH:4][CH:3]=1.[NH2:12][NH2:13]. Product: [NH:12]([C:2]1[CH:7]=[CH:6][C:5]([S:8]([NH2:11])(=[O:10])=[O:9])=[CH:4][CH:3]=1)[NH2:13]. The catalyst class is: 6.